Dataset: Forward reaction prediction with 1.9M reactions from USPTO patents (1976-2016). Task: Predict the product of the given reaction. (1) Given the reactants [CH:1]1([C:7]([N:9]2[CH2:14][CH2:13][CH2:12][CH2:11][CH2:10]2)=O)[CH2:6][CH2:5][CH2:4][CH2:3][CH2:2]1.[H-].[Al+3].[Li+].[H-].[H-].[H-], predict the reaction product. The product is: [CH:1]1([CH2:7][N:9]2[CH2:14][CH2:13][CH2:12][CH2:11][CH2:10]2)[CH2:6][CH2:5][CH2:4][CH2:3][CH2:2]1. (2) Given the reactants [C:1]([O:4][C@@H:5]1[C@@H:13]([C@@:14]2([CH3:44])[CH2:19][CH2:18][C@H:17]([O:20][C:21](=[O:23])[CH3:22])[CH2:16][C@@H:15]2[CH2:24][CH2:25][O:26][Si](C(C)(C)C)(C2C=CC=CC=2)C2C=CC=CC=2)[CH2:12][CH2:11][C@@:10]2([CH3:45])[C@H:6]1[CH2:7][CH2:8][C:9]2=[CH2:46])(=[O:3])[CH3:2].CCCC[N+](CCCC)(CCCC)CCCC.[F-].C([O-])(O)=O.[Na+], predict the reaction product. The product is: [C:1]([O:4][C@@H:5]1[C@@H:13]([C@@:14]2([CH3:44])[CH2:19][CH2:18][C@H:17]([O:20][C:21](=[O:23])[CH3:22])[CH2:16][C@@H:15]2[CH2:24][CH2:25][OH:26])[CH2:12][CH2:11][C@@:10]2([CH3:45])[C@H:6]1[CH2:7][CH2:8][C:9]2=[CH2:46])(=[O:3])[CH3:2]. (3) Given the reactants [CH3:1][C:2]1[CH:7]=[CH:6][CH:5]=[CH:4][C:3]=1[CH:8]([C:19]1[CH:24]=[CH:23][CH:22]=[CH:21][C:20]=1[CH3:25])[N:9]1[CH:14]=[CH:13][CH:12]=[C:11]([C:15](O)=[O:16])[C:10]1=[O:18].[NH2:26][C@@H:27]([CH2:35][CH2:36][CH2:37][NH:38][C:39]([NH:41][S:42]([C:45]1[C:46]([CH3:59])=[C:47]2[C:52](=[C:53]([CH3:56])[C:54]=1[CH3:55])[O:51][C:50]([CH3:58])([CH3:57])[CH2:49][CH2:48]2)(=[O:44])=[O:43])=[NH:40])[C:28]([O:30][C:31]([CH3:34])([CH3:33])[CH3:32])=[O:29].CN(C(ON1N=NC2C=CC=CC1=2)=[N+](C)C)C.F[P-](F)(F)(F)(F)F.CCN(C(C)C)C(C)C, predict the reaction product. The product is: [CH3:1][C:2]1[CH:7]=[CH:6][CH:5]=[CH:4][C:3]=1[CH:8]([C:19]1[CH:24]=[CH:23][CH:22]=[CH:21][C:20]=1[CH3:25])[N:9]1[CH:14]=[CH:13][CH:12]=[C:11]([C:15]([NH:26][C@@H:27]([CH2:35][CH2:36][CH2:37][NH:38][C:39]([NH:41][S:42]([C:45]2[C:46]([CH3:59])=[C:47]3[C:52](=[C:53]([CH3:56])[C:54]=2[CH3:55])[O:51][C:50]([CH3:58])([CH3:57])[CH2:49][CH2:48]3)(=[O:43])=[O:44])=[NH:40])[C:28]([O:30][C:31]([CH3:32])([CH3:33])[CH3:34])=[O:29])=[O:16])[C:10]1=[O:18]. (4) Given the reactants [Cl:1][C:2]1[CH:6]=[CH:5][S:4][C:3]=1[C:7]1[C:8]([CH3:22])=[N:9][N:10]2[C:15]([CH:16]([CH2:19][CH3:20])[CH2:17][CH3:18])=[CH:14][C:13]([CH3:21])=[N:12][C:11]=12.[Br:23]N1C(=O)CCC1=O, predict the reaction product. The product is: [Br:23][C:5]1[S:4][C:3]([C:7]2[C:8]([CH3:22])=[N:9][N:10]3[C:15]([CH:16]([CH2:17][CH3:18])[CH2:19][CH3:20])=[CH:14][C:13]([CH3:21])=[N:12][C:11]=23)=[C:2]([Cl:1])[CH:6]=1. (5) Given the reactants Cl.[Cl:2][C:3]1[CH:8]=[C:7]([Cl:9])[CH:6]=[CH:5][C:4]=1[CH2:10][CH2:11][O:12][C:13]1[CH:14]=[C:15]([C:21]([N:23]2[CH2:28][CH2:27][NH:26][CH2:25][CH2:24]2)=[O:22])[CH:16]=[CH:17][C:18]=1[O:19][CH3:20].C(=O)([O-])[O-].[K+].[K+].Br[CH2:36][C:37]1[CH:44]=[CH:43][C:40]([C:41]#[N:42])=[CH:39][CH:38]=1, predict the reaction product. The product is: [Cl:2][C:3]1[CH:8]=[C:7]([Cl:9])[CH:6]=[CH:5][C:4]=1[CH2:10][CH2:11][O:12][C:13]1[CH:14]=[C:15]([CH:16]=[CH:17][C:18]=1[O:19][CH3:20])[C:21]([N:23]1[CH2:28][CH2:27][N:26]([CH2:36][C:37]2[CH:44]=[CH:43][C:40]([C:41]#[N:42])=[CH:39][CH:38]=2)[CH2:25][CH2:24]1)=[O:22].